This data is from Full USPTO retrosynthesis dataset with 1.9M reactions from patents (1976-2016). The task is: Predict the reactants needed to synthesize the given product. (1) Given the product [I-:25].[CH3:26][N+:12]1[CH:13]=[CH:14][N:10]([C:8](/[N:7]=[C:5]2\[S:6][C:2]([CH3:1])=[CH:3][N:4]\2[C:15]2[CH:16]=[CH:17][C:18]([C:21]([F:24])([F:22])[F:23])=[CH:19][CH:20]=2)=[O:9])[CH:11]=1, predict the reactants needed to synthesize it. The reactants are: [CH3:1][C:2]1[S:6]/[C:5](=[N:7]\[C:8]([N:10]2[CH:14]=[CH:13][N:12]=[CH:11]2)=[O:9])/[N:4]([C:15]2[CH:20]=[CH:19][C:18]([C:21]([F:24])([F:23])[F:22])=[CH:17][CH:16]=2)[CH:3]=1.[I:25][CH3:26]. (2) Given the product [F:6][C:7]1[CH:16]=[CH:15][CH:14]=[C:13]2[C:8]=1[C:9](=[O:30])[C:10]([CH3:28])([CH3:27])[N:11]=[C:12]2[C:17]1[CH:18]=[N:19][C:20]2[C:25]([CH:26]=1)=[CH:24][CH:23]=[CH:22][CH:21]=2, predict the reactants needed to synthesize it. The reactants are: [Cr](O)(O)(=O)=O.[F:6][C:7]1[CH:16]=[CH:15][CH:14]=[C:13]2[C:8]=1[CH2:9][C:10]([CH3:28])([CH3:27])[N:11]=[C:12]2[C:17]1[CH:18]=[N:19][C:20]2[C:25]([CH:26]=1)=[CH:24][CH:23]=[CH:22][CH:21]=2.S([O-])([O-])=[O:30].[Na+].[Na+].C(=O)([O-])O.[Na+]. (3) Given the product [CH3:7][O:6][C:4](=[O:5])[C:3](=[CH:23][CH:20]1[CH2:19][CH2:18][CH:17]([O:16][Si:15]([C:11]([CH3:12])([CH3:14])[CH3:13])([CH3:26])[CH3:25])[CH2:22][CH2:21]1)[CH2:2][C:1]([OH:9])=[O:8], predict the reactants needed to synthesize it. The reactants are: [C:1]([O:9]C)(=[O:8])[CH2:2][CH2:3][C:4]([O:6][CH3:7])=[O:5].[C:11]([Si:15]([CH3:26])([CH3:25])[O:16][CH:17]1[CH2:22][CH2:21][CH:20]([CH:23]=O)[CH2:19][CH2:18]1)([CH3:14])([CH3:13])[CH3:12].CC(C)([O-])C.[K+].C(O)(C)(C)C.Cl. (4) The reactants are: C(O)(=O)CC(CC(O)=O)(C(O)=O)O.C([O-])(=O)CC(CC([O-])=O)(C([O-])=O)O.Cl.[Cl:28][C:29]1[C:38]2[C:37]([S:39]([N:42]3[CH2:46][CH2:45][C@H:44]([NH:47]C)[CH2:43]3)(=[O:41])=[O:40])=[CH:36][CH:35]=[CH:34][C:33]=2[CH:32]=[N:31][CH:30]=1.P(=O)(O)(O)O.[Cl-].[Na+].P([O-])([O-])([O-])=O. Given the product [ClH:28].[Cl:28][C:29]1[C:38]2[C:37]([S:39]([N:42]3[CH2:46][CH2:45][C@H:44]([NH2:47])[CH2:43]3)(=[O:40])=[O:41])=[CH:36][CH:35]=[CH:34][C:33]=2[CH:32]=[N:31][CH:30]=1, predict the reactants needed to synthesize it.